The task is: Predict which catalyst facilitates the given reaction.. This data is from Catalyst prediction with 721,799 reactions and 888 catalyst types from USPTO. (1) Reactant: [F:1][C:2]1[C:3]([NH:28][C@@H:29]([C:37]([CH3:40])([CH3:39])[CH3:38])/[CH:30]=[CH:31]/[C:32]([O:34][CH2:35][CH3:36])=[O:33])=[N:4][C:5]([C:8]2[C:16]3[C:11](=[N:12][CH:13]=[C:14]([F:17])[CH:15]=3)[N:10]([S:18]([C:21]3[CH:27]=[CH:26][C:24]([CH3:25])=[CH:23][CH:22]=3)(=[O:20])=[O:19])[CH:9]=2)=[N:6][CH:7]=1.CCOC(C)=O.[H][H]. Product: [F:1][C:2]1[C:3]([NH:28][C@@H:29]([C:37]([CH3:38])([CH3:40])[CH3:39])[CH2:30][CH2:31][C:32]([O:34][CH2:35][CH3:36])=[O:33])=[N:4][C:5]([C:8]2[C:16]3[C:11](=[N:12][CH:13]=[C:14]([F:17])[CH:15]=3)[N:10]([S:18]([C:21]3[CH:22]=[CH:23][C:24]([CH3:25])=[CH:26][CH:27]=3)(=[O:20])=[O:19])[CH:9]=2)=[N:6][CH:7]=1. The catalyst class is: 19. (2) Reactant: [F:1][C:2]1[CH:3]=[CH:4][C:5]2[N:6]([C:8]([C:11](=[NH:13])[NH2:12])=[CH:9][N:10]=2)[CH:7]=1.CN(C)/[CH:16]=[C:17](\[N+:23]([O-:25])=[O:24])/[C:18](OCC)=[O:19].C(N(CC)CC)C.C(=O)([O-])[O-].[K+].[K+]. Product: [F:1][C:2]1[CH:3]=[CH:4][C:5]2[N:6]([C:8]([C:11]3[NH:12][C:18](=[O:19])[C:17]([N+:23]([O-:25])=[O:24])=[CH:16][N:13]=3)=[CH:9][N:10]=2)[CH:7]=1. The catalyst class is: 8. (3) Reactant: [CH3:1][CH:2]([CH2:9][CH:10]([CH3:18])[CH2:11][CH2:12][CH2:13][CH2:14][CH2:15][CH2:16][CH3:17])[CH2:3][C:4]([O:6]CC)=[O:5].CO.[OH-].[Na+]. Product: [CH3:1][CH:2]([CH2:9][CH:10]([CH3:18])[CH2:11][CH2:12][CH2:13][CH2:14][CH2:15][CH2:16][CH3:17])[CH2:3][C:4]([OH:6])=[O:5]. The catalyst class is: 6.